From a dataset of Forward reaction prediction with 1.9M reactions from USPTO patents (1976-2016). Predict the product of the given reaction. (1) Given the reactants C(OC([N:11]1[CH2:16][CH2:15][CH2:14][CH2:13][N:12]1[C:17]([O:19][C:20]([CH3:23])([CH3:22])[CH3:21])=[O:18])=O)C1C=CC=CC=1, predict the reaction product. The product is: [C:20]([O:19][C:17]([N:12]1[CH2:13][CH2:14][CH2:15][CH2:16][NH:11]1)=[O:18])([CH3:23])([CH3:21])[CH3:22]. (2) Given the reactants [NH2:1][CH2:2][CH2:3][C:4]1C=CC(O)=[C:6](O)[CH:5]=1.[CH2:12]1[N:17]([CH2:18][CH2:19]O)[CH2:16][CH2:15]N(CCS(O)(=O)=O)C1, predict the reaction product. The product is: [N:1]1[CH:2]=[C:3]([C@@H:16]2[CH2:15][CH2:19][CH2:18][N:17]2[CH3:12])[CH:4]=[CH:5][CH:6]=1. (3) The product is: [CH3:30][S:27]([C:19]1[CH:18]=[C:17]([CH:22]=[C:21]([C:23]([F:25])([F:26])[F:24])[CH:20]=1)[C:16]([N:15]([CH3:32])[C:9]1[CH:10]=[N:11][C:12]([CH3:14])=[CH:13][C:8]=1[C:3]1[CH:4]=[CH:5][CH:6]=[CH:7][C:2]=1[O:1][CH:40]1[CH2:43][O:42][CH2:41]1)=[O:31])(=[O:29])=[O:28]. Given the reactants [OH:1][C:2]1[CH:7]=[CH:6][CH:5]=[CH:4][C:3]=1[C:8]1[CH:13]=[C:12]([CH3:14])[N:11]=[CH:10][C:9]=1[N:15]([CH3:32])[C:16](=[O:31])[C:17]1[CH:22]=[C:21]([C:23]([F:26])([F:25])[F:24])[CH:20]=[C:19]([S:27]([CH3:30])(=[O:29])=[O:28])[CH:18]=1.C([O-])([O-])=O.[K+].[K+].I[CH:40]1[CH2:43][O:42][CH2:41]1.C([O-])(O)=O.[Na+], predict the reaction product.